This data is from Forward reaction prediction with 1.9M reactions from USPTO patents (1976-2016). The task is: Predict the product of the given reaction. (1) Given the reactants C[O:2][C:3](=[O:22])/[CH:4]=[CH:5]/[C:6]1[CH:7]=[C:8]2[C:18](=[CH:19][CH:20]=1)[O:17][C:11]1([CH2:15][CH2:14][N:13]([CH3:16])[CH2:12]1)[CH2:10][C:9]2=[O:21].Cl, predict the reaction product. The product is: [CH3:16][N:13]1[CH2:14][CH2:15][C:11]2([CH2:10][C:9](=[O:21])[C:8]3[C:18](=[CH:19][CH:20]=[C:6](/[CH:5]=[CH:4]/[C:3]([OH:22])=[O:2])[CH:7]=3)[O:17]2)[CH2:12]1. (2) Given the reactants [CH3:1][NH:2][CH2:3][C:4]1([C:10]2[CH:15]=[CH:14][C:13]([O:16][CH2:17][CH2:18][CH2:19][N:20]3[CH2:24][CH2:23][CH2:22][CH2:21]3)=[CH:12][CH:11]=2)[CH2:9][CH2:8][O:7][CH2:6][CH2:5]1.C(O[C:28]1(O[Si](C)(C)C)[CH2:30][CH2:29]1)C.CC(O)=O.[BH3-]C#N.[Na+], predict the reaction product. The product is: [CH3:1][N:2]([CH2:3][C:4]1([C:10]2[CH:15]=[CH:14][C:13]([O:16][CH2:17][CH2:18][CH2:19][N:20]3[CH2:24][CH2:23][CH2:22][CH2:21]3)=[CH:12][CH:11]=2)[CH2:9][CH2:8][O:7][CH2:6][CH2:5]1)[CH:28]1[CH2:30][CH2:29]1. (3) Given the reactants [C:1]([N:5]1[C:9]2=[N:10][CH:11]=[N:12][C:13]([NH2:14])=[C:8]2[CH:7]=[N:6]1)([CH3:4])([CH3:3])[CH3:2].[Br:15]Br.[OH-].[Na+], predict the reaction product. The product is: [Br:15][C:7]1[C:8]2[C:9](=[N:10][CH:11]=[N:12][C:13]=2[NH2:14])[N:5]([C:1]([CH3:4])([CH3:2])[CH3:3])[N:6]=1. (4) The product is: [ClH:19].[NH:1]([C:2]1[CH:7]=[CH:6][C:5]([S:8]([CH3:11])(=[O:10])=[O:9])=[N:4][CH:3]=1)[NH2:12]. Given the reactants [NH2:1][C:2]1[CH:3]=[N:4][C:5]([S:8]([CH3:11])(=[O:10])=[O:9])=[CH:6][CH:7]=1.[N:12]([O-])=O.[Na+].O.O.[Sn](Cl)[Cl:19].[OH-].[Na+], predict the reaction product. (5) Given the reactants [Cl:1][C:2]1[CH:7]=[CH:6][C:5]([OH:8])=[C:4]([N+:9]([O-:11])=[O:10])[CH:3]=1.[C:12]1([CH:18]2[O:20][CH:19]2[C:21]([O:23][CH2:24][CH3:25])=[O:22])[CH:17]=[CH:16][CH:15]=[CH:14][CH:13]=1.[H-].[Na+], predict the reaction product. The product is: [OH:20][CH:19]([CH:18]([O:8][C:5]1[CH:6]=[CH:7][C:2]([Cl:1])=[CH:3][C:4]=1[N+:9]([O-:11])=[O:10])[C:12]1[CH:13]=[CH:14][CH:15]=[CH:16][CH:17]=1)[C:21]([O:23][CH2:24][CH3:25])=[O:22].